From a dataset of CYP2C19 inhibition data for predicting drug metabolism from PubChem BioAssay. Regression/Classification. Given a drug SMILES string, predict its absorption, distribution, metabolism, or excretion properties. Task type varies by dataset: regression for continuous measurements (e.g., permeability, clearance, half-life) or binary classification for categorical outcomes (e.g., BBB penetration, CYP inhibition). Dataset: cyp2c19_veith. (1) The compound is Cc1nccn1CCCN1C(=O)/C(=C/c2ccc(C#N)cc2)NC1=S. The result is 0 (non-inhibitor). (2) The drug is C[C@H]1C(=O)O[C@@H]2CCN3CC=C(COC(=O)[C@@](C)(O)[C@@]1(C)O)[C@H]23. The result is 0 (non-inhibitor).